Dataset: Peptide-MHC class I binding affinity with 185,985 pairs from IEDB/IMGT. Task: Regression. Given a peptide amino acid sequence and an MHC pseudo amino acid sequence, predict their binding affinity value. This is MHC class I binding data. (1) The MHC is HLA-A02:01 with pseudo-sequence HLA-A02:01. The peptide sequence is AAKTPVIVV. The binding affinity (normalized) is 0.154. (2) The peptide sequence is ALMDLLMFS. The MHC is HLA-A02:01 with pseudo-sequence HLA-A02:01. The binding affinity (normalized) is 0.919. (3) The peptide sequence is IVNAANIHLK. The MHC is HLA-A31:01 with pseudo-sequence HLA-A31:01. The binding affinity (normalized) is 0.287. (4) The peptide sequence is VLGLPGPHR. The MHC is HLA-A03:01 with pseudo-sequence HLA-A03:01. The binding affinity (normalized) is 0.317. (5) The binding affinity (normalized) is 0.0847. The MHC is HLA-A31:01 with pseudo-sequence HLA-A31:01. The peptide sequence is YGIPFPGSL. (6) The binding affinity (normalized) is 0.110. The MHC is HLA-A11:01 with pseudo-sequence HLA-A11:01. The peptide sequence is QLLKILDNLR. (7) The peptide sequence is LTPEQKAYV. The MHC is Mamu-B08 with pseudo-sequence Mamu-B08. The binding affinity (normalized) is 0.